This data is from Full USPTO retrosynthesis dataset with 1.9M reactions from patents (1976-2016). The task is: Predict the reactants needed to synthesize the given product. (1) The reactants are: [N:1]1([CH2:7][CH2:8][NH:9][C:10]2[C:18]3[O:17][CH:16]=[CH:15][C:14]=3[CH:13]=[C:12]([NH2:19])[CH:11]=2)[CH2:6][CH2:5][O:4][CH2:3][CH2:2]1.C(N(CC)CC)C.[C:27]1([S:33]([Cl:36])(=[O:35])=[O:34])[CH:32]=[CH:31][CH:30]=[CH:29][CH:28]=1. Given the product [ClH:36].[N:1]1([CH2:7][CH2:8][NH:9][C:10]2[C:18]3[O:17][CH:16]=[CH:15][C:14]=3[CH:13]=[C:12]([NH:19][S:33]([C:27]3[CH:32]=[CH:31][CH:30]=[CH:29][CH:28]=3)(=[O:35])=[O:34])[CH:11]=2)[CH2:6][CH2:5][O:4][CH2:3][CH2:2]1, predict the reactants needed to synthesize it. (2) Given the product [CH2:1]([O:3][C:4](=[O:5])[CH2:6][C:11]1[S:7][C:8]2[CH:16]=[CH:15][C:14]([Br:17])=[CH:13][C:9]=2[N:10]=1)[CH3:2], predict the reactants needed to synthesize it. The reactants are: [CH2:1]([O:3][C:4]([C:6]1[S:7][C:8]2[CH:16]=[CH:15][C:14]([Br:17])=[CH:13][C:9]=2[NH:10][C:11]=1O)=[O:5])[CH3:2]. (3) Given the product [CH3:21][S:22]([O:1][C@@H:2]1[CH2:6][CH2:5][N:4]([C:7]([O:9][C:10]([CH3:13])([CH3:12])[CH3:11])=[O:8])[CH2:3]1)(=[O:24])=[O:23], predict the reactants needed to synthesize it. The reactants are: [OH:1][C@@H:2]1[CH2:6][CH2:5][N:4]([C:7]([O:9][C:10]([CH3:13])([CH3:12])[CH3:11])=[O:8])[CH2:3]1.C(N(CC)CC)C.[CH3:21][S:22](Cl)(=[O:24])=[O:23]. (4) Given the product [F:7][C:8]([F:19])([C:13]1[CH:14]=[CH:15][CH:16]=[CH:17][CH:18]=1)[CH2:9][OH:10], predict the reactants needed to synthesize it. The reactants are: [H-].[Al+3].[Li+].[H-].[H-].[H-].[F:7][C:8]([F:19])([C:13]1[CH:18]=[CH:17][CH:16]=[CH:15][CH:14]=1)[C:9](OC)=[O:10]. (5) The reactants are: [CH2:1]([C:8]1[N:9]=[C:10]([O:26][CH3:27])[C:11]2[CH2:17][CH2:16][N:15](CC3C=CC=CC=3)[CH2:14][CH2:13][C:12]=2[N:25]=1)[C:2]1[CH:7]=[CH:6][CH:5]=[CH:4][CH:3]=1.C([O-])=O.[NH4+]. Given the product [CH2:1]([C:8]1[N:9]=[C:10]([O:26][CH3:27])[C:11]2[CH2:17][CH2:16][NH:15][CH2:14][CH2:13][C:12]=2[N:25]=1)[C:2]1[CH:3]=[CH:4][CH:5]=[CH:6][CH:7]=1, predict the reactants needed to synthesize it. (6) Given the product [CH3:13][C:10]1[N:9]=[C:8]([C:5]2[N:4]=[N:3][C:2]([N:15]3[CH2:20][CH2:19][C:18]4([C:24]5[CH:25]=[CH:26][CH:27]=[CH:28][C:23]=5[CH2:22][O:21]4)[CH2:17][CH2:16]3)=[CH:7][CH:6]=2)[S:12][N:11]=1, predict the reactants needed to synthesize it. The reactants are: Cl[C:2]1[N:3]=[N:4][C:5]([C:8]2[S:12][N:11]=[C:10]([CH3:13])[N:9]=2)=[CH:6][CH:7]=1.Cl.[NH:15]1[CH2:20][CH2:19][C:18]2([C:24]3[CH:25]=[CH:26][CH:27]=[CH:28][C:23]=3[CH2:22][O:21]2)[CH2:17][CH2:16]1.C(=O)([O-])[O-].[K+].[K+].